This data is from Catalyst prediction with 721,799 reactions and 888 catalyst types from USPTO. The task is: Predict which catalyst facilitates the given reaction. (1) Reactant: [Cl:1][C:2]1[CH:7]=[CH:6][C:5]([C:8]2[NH:13][C:12](=O)[CH:11]=[CH:10][N:9]=2)=[CH:4][CH:3]=1.P(Cl)(Cl)([Cl:17])=O. Product: [Cl:17][C:12]1[CH:11]=[CH:10][N:9]=[C:8]([C:5]2[CH:6]=[CH:7][C:2]([Cl:1])=[CH:3][CH:4]=2)[N:13]=1. The catalyst class is: 451. (2) Reactant: [CH3:1][C:2]1[CH:3]=[C:4]([CH:21]=[CH:22][C:23]=1[CH3:24])[C:5]([C:7]1[C:16](=[O:17])[C:15]2[CH:14]=[C:13]3[O:18][CH2:19][O:20][C:12]3=[CH:11][C:10]=2[NH:9][CH:8]=1)=[O:6].[H-].[Na+].Br.Br[CH2:29][C:30]1[CH:35]=[CH:34][CH:33]=[CH:32][N:31]=1. Product: [CH3:1][C:2]1[CH:3]=[C:4]([CH:21]=[CH:22][C:23]=1[CH3:24])[C:5]([C:7]1[C:16](=[O:17])[C:15]2[CH:14]=[C:13]3[O:18][CH2:19][O:20][C:12]3=[CH:11][C:10]=2[N:9]([CH2:29][C:30]2[CH:35]=[CH:34][CH:33]=[CH:32][N:31]=2)[CH:8]=1)=[O:6]. The catalyst class is: 9. (3) Reactant: [NH2:1][C:2]1[C:7]([O:8][CH2:9][CH:10]2[CH2:15][CH2:14][N:13]([C:16]3[N:21]=[C:20]([Cl:22])[N:19]=[C:18]([C:23](OC)=[O:24])[CH:17]=3)[CH2:12][CH2:11]2)=[CH:6][C:5]([C:27]2[N:31]([CH3:32])[N:30]=[N:29][CH:28]=2)=[CH:4][N:3]=1.Cl.[CH2:34]([NH2:36])[CH3:35]. Product: [NH2:1][C:2]1[C:7]([O:8][CH2:9][CH:10]2[CH2:11][CH2:12][N:13]([C:16]3[N:21]=[C:20]([Cl:22])[N:19]=[C:18]([C:23]([NH:36][CH2:34][CH3:35])=[O:24])[CH:17]=3)[CH2:14][CH2:15]2)=[CH:6][C:5]([C:27]2[N:31]([CH3:32])[N:30]=[N:29][CH:28]=2)=[CH:4][N:3]=1. The catalyst class is: 14. (4) Reactant: [H-].[Na+].[Br-].[CH:4]1[C:13]2[C:8](=[CH:9][CH:10]=[CH:11][CH:12]=2)[CH:7]=[CH:6][C:5]=1[CH2:14][P+](C1C=CC=CC=1)(C1C=CC=CC=1)C1C=CC=CC=1.[PH4+].[C:35]([N:42]1[CH2:47][CH2:46][CH2:45][CH2:44][C:43]1=O)([O:37][C:38]([CH3:41])([CH3:40])[CH3:39])=[O:36]. Product: [C:38]([O:37][C:35]([N:42]1[CH2:47][CH2:46][C:45](=[CH:14][C:5]2[CH:6]=[CH:7][C:8]3[C:13](=[CH:12][CH:11]=[CH:10][CH:9]=3)[CH:4]=2)[CH2:44][CH2:43]1)=[O:36])([CH3:41])([CH3:39])[CH3:40]. The catalyst class is: 58. (5) Reactant: [C:1]1([C:14]2[C:22]3[C:21]4[CH:23]=[CH:24][CH:25]=[CH:26][C:20]=4[S:19][C:18]=3[CH:17]=[CH:16][CH:15]=2)[C:9]2[C:8]3[CH:10]=[CH:11][CH:12]=[CH:13][C:7]=3[S:6][C:5]=2[CH:4]=[CH:3][CH:2]=1.C([Li])CCC.[B:32](OC)([O:35]C)[O:33]C.Cl. Product: [C:1]1([C:14]2[C:22]3[C:21]4[CH:23]=[CH:24][CH:25]=[CH:26][C:20]=4[S:19][C:18]=3[CH:17]=[CH:16][CH:15]=2)[C:9]2[C:8]3[CH:10]=[CH:11][CH:12]=[C:13]([B:32]([OH:35])[OH:33])[C:7]=3[S:6][C:5]=2[CH:4]=[CH:3][CH:2]=1. The catalyst class is: 392. (6) Reactant: [NH2:1][C:2]1[N:3]=[C:4]([N:19]2[CH2:24][CH2:23][N:22]([C:25](=[O:35])[CH2:26][NH:27]C(OC(C)(C)C)=O)[CH2:21][CH2:20]2)[C:5]2[N:11]=[C:10]([C:12]3[CH:17]=[CH:16][C:15]([F:18])=[CH:14][CH:13]=3)[CH:9]=[CH:8][C:6]=2[N:7]=1.FC(F)(F)C(O)=O. Product: [NH2:1][C:2]1[N:3]=[C:4]([N:19]2[CH2:20][CH2:21][N:22]([C:25](=[O:35])[CH2:26][NH2:27])[CH2:23][CH2:24]2)[C:5]2[N:11]=[C:10]([C:12]3[CH:17]=[CH:16][C:15]([F:18])=[CH:14][CH:13]=3)[CH:9]=[CH:8][C:6]=2[N:7]=1. The catalyst class is: 4. (7) Reactant: [S:1]1[CH:5]=[C:4]([CH2:6][C:7]#[N:8])[C:3]2[CH:9]=[CH:10][CH:11]=[CH:12][C:2]1=2.O. Product: [S:1]1[CH:5]=[C:4]([CH2:6][CH2:7][NH2:8])[C:3]2[CH:9]=[CH:10][CH:11]=[CH:12][C:2]1=2. The catalyst class is: 1. (8) Reactant: [N+:1]([C:4]1[CH:12]=[CH:11][CH:10]=[C:9]2[C:5]=1[CH:6]=[CH:7][NH:8]2)([O-:3])=[O:2].Br[CH2:14][CH2:15][O:16][CH3:17].[H-].[Na+].C(OCC)(=O)C. Product: [CH3:17][O:16][CH2:15][CH2:14][N:8]1[C:9]2[C:5](=[C:4]([N+:1]([O-:3])=[O:2])[CH:12]=[CH:11][CH:10]=2)[CH:6]=[CH:7]1. The catalyst class is: 3.